Predict the reactants needed to synthesize the given product. From a dataset of Full USPTO retrosynthesis dataset with 1.9M reactions from patents (1976-2016). (1) Given the product [NH2:1][C:2]1[C:7]2[C:8]([C:11]3[CH:16]=[CH:15][C:14]([NH:17][C:18]([C:20]4[N:21]([CH3:29])[C:22]5[C:27]([CH:28]=4)=[CH:26][CH:25]=[CH:24][CH:23]=5)=[O:19])=[C:13]([O:30][CH3:31])[CH:12]=3)=[CH:9][S:10][C:6]=2[C:5]([C:32]2[O:33][C:34]([CH2:37][OH:38])=[CH:35][CH:36]=2)=[CH:4][N:3]=1, predict the reactants needed to synthesize it. The reactants are: [NH2:1][C:2]1[C:7]2[C:8]([C:11]3[CH:16]=[CH:15][C:14]([NH:17][C:18]([C:20]4[N:21]([CH3:29])[C:22]5[C:27]([CH:28]=4)=[CH:26][CH:25]=[CH:24][CH:23]=5)=[O:19])=[C:13]([O:30][CH3:31])[CH:12]=3)=[CH:9][S:10][C:6]=2[C:5]([C:32]2[O:33][C:34]([CH:37]=[O:38])=[CH:35][CH:36]=2)=[CH:4][N:3]=1.[BH4-].[Na+]. (2) Given the product [CH2:12]([O:11][C:4]1[C:3]([CH2:1][CH3:2])=[CH:10][CH:9]=[CH:8][C:5]=1[CH:6]=[O:7])[C:13]1[CH:18]=[CH:17][CH:16]=[CH:15][CH:14]=1, predict the reactants needed to synthesize it. The reactants are: [CH2:1]([C:3]1[CH:10]=[CH:9][CH:8]=[C:5]([CH:6]=[O:7])[C:4]=1[OH:11])[CH3:2].[CH2:12](Br)[C:13]1[CH:18]=[CH:17][CH:16]=[CH:15][CH:14]=1.C(=O)([O-])[O-].[K+].[K+].Cl.